Task: Predict the reaction yield, written as a fraction of the theoretical maximum amount of product (1.0 means a 100% yield; for example, 0.34 means a 34% yield).. Dataset: Reaction yield outcomes from USPTO patents with 853,638 reactions (1) The reactants are [C:1]([NH:9][C:10]1[C:11]2[N:12]=[CH:13][N:14]([C:53]=2[N:54]=[CH:55][N:56]=1)[C@@H:15]1[O:52][C@H:42]([CH2:43][O:44][Si](C(C)(C)C)(C)C)[C@@H:17]([O:18][C:19]([C:36]2[CH:41]=[CH:40][CH:39]=[CH:38][CH:37]=2)([C:28]2[CH:33]=[CH:32][C:31]([O:34][CH3:35])=[CH:30][CH:29]=2)[C:20]2[CH:25]=[CH:24][C:23]([O:26][CH3:27])=[CH:22][CH:21]=2)[CH2:16]1)(=[O:8])[C:2]1[CH:7]=[CH:6][CH:5]=[CH:4][CH:3]=1.[F-].C([N+](CCCC)(CCCC)CCCC)CCC. The catalyst is C1COCC1. The product is [C:1]([NH:9][C:10]1[C:11]2[N:12]=[CH:13][N:14]([C:53]=2[N:54]=[CH:55][N:56]=1)[C@@H:15]1[O:52][C@H:42]([CH2:43][OH:44])[C@@H:17]([O:18][C:19]([C:36]2[CH:37]=[CH:38][CH:39]=[CH:40][CH:41]=2)([C:28]2[CH:33]=[CH:32][C:31]([O:34][CH3:35])=[CH:30][CH:29]=2)[C:20]2[CH:25]=[CH:24][C:23]([O:26][CH3:27])=[CH:22][CH:21]=2)[CH2:16]1)(=[O:8])[C:2]1[CH:3]=[CH:4][CH:5]=[CH:6][CH:7]=1. The yield is 0.980. (2) The product is [CH:1]1([CH2:4][O:5][NH:6][C:7]([C:9]2[C:25]([NH:26][C:27]3[CH:32]=[CH:31][C:30]([C:33]#[N:34])=[CH:29][C:28]=3[CH3:35])=[C:24]([F:36])[C:12]3[N:13]=[CH:14][NH:15][C:11]=3[CH:10]=2)=[O:8])[CH2:3][CH2:2]1. The catalyst is CCO. The yield is 0.900. The reactants are [CH:1]1([CH2:4][O:5][NH:6][C:7]([C:9]2[C:25]([NH:26][C:27]3[CH:32]=[CH:31][C:30]([C:33]#[N:34])=[CH:29][C:28]=3[CH3:35])=[C:24]([F:36])[C:12]3[N:13]=[C:14](COCC[Si](C)(C)C)[NH:15][C:11]=3[CH:10]=2)=[O:8])[CH2:3][CH2:2]1.Cl.[OH-].[Na+].